This data is from Reaction yield outcomes from USPTO patents with 853,638 reactions. The task is: Predict the reaction yield, written as a fraction of the theoretical maximum amount of product (1.0 means a 100% yield; for example, 0.34 means a 34% yield). (1) The reactants are C(Cl)(=O)C(Cl)=O.[OH:7][CH2:8][C@:9]12[CH2:35][CH2:34][C@@H:33]([C:36]([CH3:38])=[CH2:37])[C@@H:10]1[CH:11]1[C@@:24]([CH3:27])([CH2:25][CH2:26]2)[C@@:23]2([CH3:28])[C@@H:14]([C@:15]3([CH3:32])[C@@H:20]([CH2:21][CH2:22]2)[C:19]([CH3:30])([CH3:29])[C@@H:18]([OH:31])[CH2:17][CH2:16]3)[CH2:13][CH2:12]1.C(N(CC)CC)C. The catalyst is C(Cl)Cl.CS(C)=O. The product is [CH3:27][C@:24]12[C@@:23]3([CH3:28])[C@@H:14]([C@:15]4([CH3:32])[C@@H:20]([CH2:21][CH2:22]3)[C:19]([CH3:29])([CH3:30])[C:18](=[O:31])[CH2:17][CH2:16]4)[CH2:13][CH2:12][CH:11]1[C@H:10]1[C@H:33]([C:36]([CH3:38])=[CH2:37])[CH2:34][CH2:35][C@:9]1([CH:8]=[O:7])[CH2:26][CH2:25]2. The yield is 0.750. (2) The reactants are C([S+]([NH:7][C@@H:8]([C:10]1[CH:15]=[CH:14][C:13]([C:16]#[N:17])=[CH:12][CH:11]=1)[CH3:9])[O-])(C)(C)C.[ClH:18]. The catalyst is CO. The product is [ClH:18].[NH2:7][C@@H:8]([C:10]1[CH:15]=[CH:14][C:13]([C:16]#[N:17])=[CH:12][CH:11]=1)[CH3:9]. The yield is 0.690. (3) The reactants are [NH2:1][C:2]1[C:11]2[C:6](=[C:7]([Br:15])[CH:8]=[C:9]([N+:12]([O-:14])=[O:13])[CH:10]=2)[N:5]=[C:4]([OH:16])[N:3]=1.S(=O)(=O)(O)N.N[CH2:23][CH2:24][CH2:25][N:26]1[CH2:31][CH2:30][N:29]([CH3:32])[CH2:28][CH2:27]1. No catalyst specified. The product is [Br:15][C:7]1[CH:8]=[C:9]([N+:12]([O-:14])=[O:13])[CH:10]=[C:11]2[C:6]=1[N:5]=[C:4]([OH:16])[N:3]=[C:2]2[NH:1][CH2:23][CH2:24][CH2:25][N:26]1[CH2:31][CH2:30][N:29]([CH3:32])[CH2:28][CH2:27]1. The yield is 0.400. (4) The reactants are Cl[C:2]1[CH:7]=[CH:6][C:5]([N+:8]([O-:10])=[O:9])=[CH:4][N:3]=1.[C:11]([C:19]1[CH:24]=[CH:23][C:22]([OH:25])=[CH:21][CH:20]=1)([CH2:14][C:15]([CH3:18])([CH3:17])[CH3:16])([CH3:13])[CH3:12].C([O-])([O-])=O.[K+].[K+]. The catalyst is CS(C)=O. The product is [N+:8]([C:5]1[CH:6]=[CH:7][C:2]([O:25][C:22]2[CH:23]=[CH:24][C:19]([C:11]([CH3:13])([CH2:14][C:15]([CH3:18])([CH3:17])[CH3:16])[CH3:12])=[CH:20][CH:21]=2)=[N:3][CH:4]=1)([O-:10])=[O:9]. The yield is 0.950. (5) The reactants are CCN(C(C)C)C(C)C.[O:10]=[C:11]([N:29]1[CH2:34][CH2:33][NH:32][CH2:31][CH2:30]1)[CH2:12][NH:13][C:14](=[O:28])[C:15]1[CH:20]=[CH:19][C:18]([O:21][C:22]2[CH:27]=[CH:26][CH:25]=[CH:24][CH:23]=2)=[CH:17][CH:16]=1.C1C=CC2N(O)N=NC=2C=1.CCN=C=NCCCN(C)C.Cl.[CH3:57][C:58]1[CH:62]=[CH:61][S:60][C:59]=1[C:63](O)=[O:64]. The catalyst is CN(C=O)C.O. The product is [CH3:57][C:58]1[CH:62]=[CH:61][S:60][C:59]=1[C:63]([N:32]1[CH2:31][CH2:30][N:29]([C:11](=[O:10])[CH2:12][NH:13][C:14](=[O:28])[C:15]2[CH:16]=[CH:17][C:18]([O:21][C:22]3[CH:27]=[CH:26][CH:25]=[CH:24][CH:23]=3)=[CH:19][CH:20]=2)[CH2:34][CH2:33]1)=[O:64]. The yield is 0.765. (6) The reactants are [O:1]1[CH:5]=[CH:4][C:3]([CH2:6][N:7]2[C:11]3=[N:12][CH:13]=[CH:14][CH:15]=[C:10]3[C:9](N3CCCCC3)=[CH:8]2)=[CH:2]1.[CH2:22]([O:24][C:25](=[O:36])[C:26]1[CH:31]=[C:30]([CH2:32]Br)[CH:29]=[CH:28][C:27]=1[O:34][CH3:35])[CH3:23]. No catalyst specified. The product is [CH2:22]([O:24][C:25](=[O:36])[C:26]1[CH:31]=[C:30]([CH2:32][N:12]2[CH2:13][CH2:14][CH:15]([C:9]3[C:10]4[C:11](=[N:12][CH:13]=[CH:14][CH:15]=4)[N:7]([CH2:6][C:3]4[CH:4]=[CH:5][O:1][CH:2]=4)[CH:8]=3)[CH2:10][CH2:11]2)[CH:29]=[CH:28][C:27]=1[O:34][CH3:35])[CH3:23]. The yield is 0.910. (7) The reactants are [NH:1]1[CH2:7][CH2:6][CH2:5][CH2:4][CH2:3][C:2]1=[O:8].F[B-](F)(F)F.[CH3:14][O+](C)C. The catalyst is C(Cl)Cl. The product is [CH3:14][O:8][C:2]1[CH2:3][CH2:4][CH2:5][CH2:6][CH2:7][N:1]=1. The yield is 0.950.